From a dataset of NCI-60 drug combinations with 297,098 pairs across 59 cell lines. Regression. Given two drug SMILES strings and cell line genomic features, predict the synergy score measuring deviation from expected non-interaction effect. (1) Drug 1: CC1=C2C(C(=O)C3(C(CC4C(C3C(C(C2(C)C)(CC1OC(=O)C(C(C5=CC=CC=C5)NC(=O)OC(C)(C)C)O)O)OC(=O)C6=CC=CC=C6)(CO4)OC(=O)C)OC)C)OC. Drug 2: CN(C(=O)NC(C=O)C(C(C(CO)O)O)O)N=O. Cell line: HCC-2998. Synergy scores: CSS=71.9, Synergy_ZIP=17.5, Synergy_Bliss=16.2, Synergy_Loewe=-21.6, Synergy_HSA=16.4. (2) Drug 1: C1CC(=O)NC(=O)C1N2CC3=C(C2=O)C=CC=C3N. Drug 2: CC1CCCC2(C(O2)CC(NC(=O)CC(C(C(=O)C(C1O)C)(C)C)O)C(=CC3=CSC(=N3)C)C)C. Cell line: U251. Synergy scores: CSS=7.49, Synergy_ZIP=-3.02, Synergy_Bliss=-0.0995, Synergy_Loewe=1.40, Synergy_HSA=1.48. (3) Drug 1: C1CCC(CC1)NC(=O)N(CCCl)N=O. Drug 2: CC(C1=C(C=CC(=C1Cl)F)Cl)OC2=C(N=CC(=C2)C3=CN(N=C3)C4CCNCC4)N. Cell line: UACC62. Synergy scores: CSS=32.6, Synergy_ZIP=-8.83, Synergy_Bliss=0.405, Synergy_Loewe=0.707, Synergy_HSA=0.983.